This data is from Forward reaction prediction with 1.9M reactions from USPTO patents (1976-2016). The task is: Predict the product of the given reaction. (1) Given the reactants [N:1]1[CH:6]=[CH:5][CH:4]=[C:3]([C:7]2[CH:12]=[CH:11][N:10]=[C:9]([NH:13][C:14]3[CH:15]=[C:16]([CH:20]=[CH:21][CH:22]=3)[C:17]([OH:19])=O)[N:8]=2)[CH:2]=1.CC1C=CC(C(O)=O)=CC=1NC1N=C(C2C=NC=CC=2)C=CN=1.[CH3:46][C:47]1[N:48]=[CH:49][N:50]([C:52]2[CH:53]=[C:54]([C:59]([F:62])([F:61])[F:60])[CH:55]=[C:56]([NH2:58])[CH:57]=2)[CH:51]=1.C(N)C1OC=CC=1, predict the reaction product. The product is: [N:1]1[CH:6]=[CH:5][CH:4]=[C:3]([C:7]2[CH:12]=[CH:11][N:10]=[C:9]([NH:13][C:14]3[CH:15]=[C:16]([CH:20]=[CH:21][CH:22]=3)[C:17]([NH:58][C:56]3[CH:57]=[C:52]([N:50]4[CH:51]=[C:47]([CH3:46])[N:48]=[CH:49]4)[CH:53]=[C:54]([C:59]([F:62])([F:61])[F:60])[CH:55]=3)=[O:19])[N:8]=2)[CH:2]=1. (2) The product is: [Br:27][C:28]1[CH:35]=[CH:34][C:31]([CH:32]([OH:33])[C:2]2[CH:15]=[CH:14][CH:13]=[C:4]([O:5][Si:6]([C:9]([CH3:12])([CH3:11])[CH3:10])([CH3:8])[CH3:7])[CH:3]=2)=[CH:30][CH:29]=1. Given the reactants Br[C:2]1[CH:3]=[C:4]([CH:13]=[CH:14][CH:15]=1)[O:5][Si:6]([C:9]([CH3:12])([CH3:11])[CH3:10])([CH3:8])[CH3:7].C([Li])CCC.CCCCCC.[Br:27][C:28]1[CH:35]=[CH:34][C:31]([CH:32]=[O:33])=[CH:30][CH:29]=1, predict the reaction product.